Dataset: Reaction yield outcomes from USPTO patents with 853,638 reactions. Task: Predict the reaction yield, written as a fraction of the theoretical maximum amount of product (1.0 means a 100% yield; for example, 0.34 means a 34% yield). (1) The reactants are [Na+].[OH:2][C:3]1[CH:8]=[CH:7][C:6]([CH2:9][C@@H:10]([O:14][CH3:15])[C:11]([O-:13])=[O:12])=[CH:5][CH:4]=1.[CH3:16]S(O)(=O)=O. The catalyst is CO. The product is [CH3:16][O:12][C:11](=[O:13])[C@H:10]([O:14][CH3:15])[CH2:9][C:6]1[CH:5]=[CH:4][C:3]([OH:2])=[CH:8][CH:7]=1. The yield is 0.830. (2) The reactants are [C:1]([C:5]1[CH:10]=[CH:9][C:8]([C:11]2[S:12][CH:13]=[C:14]([C:17]([CH3:19])=O)[C:15]=2[OH:16])=[CH:7][CH:6]=1)([CH3:4])([CH3:3])[CH3:2].[NH:20]([C:24]1[CH:33]=[C:32]([C:34]([NH:36][NH2:37])=[O:35])[CH:31]=[CH:30][C:25]=1[C:26]([O:28][CH3:29])=[O:27])[C:21]([CH3:23])=[O:22].O.S(C1C=CC(C)=CC=1)(O)(=O)=O. The catalyst is C(O)(C)C. The product is [NH:20]([C:24]1[CH:33]=[C:32]([C:34]([NH:36][N:37]=[C:17]([C:14]2[C:15]([OH:16])=[C:11]([C:8]3[CH:9]=[CH:10][C:5]([C:1]([CH3:4])([CH3:3])[CH3:2])=[CH:6][CH:7]=3)[S:12][CH:13]=2)[CH3:19])=[O:35])[CH:31]=[CH:30][C:25]=1[C:26]([O:28][CH3:29])=[O:27])[C:21]([CH3:23])=[O:22]. The yield is 0.830. (3) The reactants are [Cl:1][C:2]1[N:7]=[N:6][C:5]([CH2:8][CH2:9]Cl)=[C:4]([C:11]2[NH:12][C:13]3[C:18]([CH:19]=2)=[C:17]([F:20])[CH:16]=[CH:15][CH:14]=3)[CH:3]=1.C([O-])([O-])=O.[Cs+].[Cs+]. The catalyst is CN(C=O)C. The product is [Cl:1][C:2]1[N:7]=[N:6][C:5]2[CH2:8][CH2:9][N:12]3[C:13]4[CH:14]=[CH:15][CH:16]=[C:17]([F:20])[C:18]=4[CH:19]=[C:11]3[C:4]=2[CH:3]=1. The yield is 0.750. (4) The reactants are [NH:1]1[C:9]2[C:4](=[CH:5][CH:6]=[CH:7][CH:8]=2)[C:3]([CH2:10][C:11]([OH:13])=[O:12])=[CH:2]1.C(=O)=O.CC(C)=O.[Li+].C[Si]([N-][Si](C)(C)C)(C)C.Cl[C:32]([O:34][CH2:35][C:36]1[CH:41]=[CH:40][CH:39]=[CH:38][CH:37]=1)=[O:33]. The catalyst is C1COCC1. The product is [CH2:35]([O:34][C:32]([N:1]1[C:9]2[C:4](=[CH:5][CH:6]=[CH:7][CH:8]=2)[C:3]([CH2:10][C:11]([OH:13])=[O:12])=[CH:2]1)=[O:33])[C:36]1[CH:41]=[CH:40][CH:39]=[CH:38][CH:37]=1. The yield is 0.980. (5) The reactants are [CH3:1][C:2]1[C:6]([C:7]2[CH:19]=[C:18]3[C:10]([C:11]4[CH:12]=[C:13]([C:20]([OH:22])=O)[CH:14]=[CH:15][C:16]=4[NH:17]3)=[C:9]([C:23](=[O:26])[NH:24][CH3:25])[CH:8]=2)=[C:5]([CH3:27])[O:4][N:3]=1.CN(C(ON1N=NC2C=CC(=CC1=2)Cl)=[N+](C)C)C.F[P-](F)(F)(F)(F)F.[F:53][CH:54]1[CH2:57][NH:56][CH2:55]1.O. The catalyst is CN(C=O)C.CN(C1C=CN=CC=1)C. The product is [CH3:1][C:2]1[C:6]([C:7]2[CH:8]=[C:9]([C:23]([NH:24][CH3:25])=[O:26])[C:10]3[C:11]4[C:16](=[CH:15][CH:14]=[C:13]([C:20]([N:56]5[CH2:57][CH:54]([F:53])[CH2:55]5)=[O:22])[CH:12]=4)[NH:17][C:18]=3[CH:19]=2)=[C:5]([CH3:27])[O:4][N:3]=1. The yield is 0.930. (6) The reactants are [CH:1]1([C:4]2[C:5]([NH:24][S:25]([CH3:28])(=[O:27])=[O:26])=[CH:6][C:7]3[O:11][C:10]([C:12]4[CH:17]=[CH:16][C:15]([F:18])=[CH:14][CH:13]=4)=[C:9]([C:19]([NH:21][CH3:22])=[O:20])[C:8]=3[CH:23]=2)[CH2:3][CH2:2]1.[Br:29][C:30]1[CH:31]=[C:32](B(O)O)[CH:33]=[CH:34][CH:35]=1.C(N(CC)CC)C. The catalyst is ClCCl.O.C([O-])(=O)C.[Cu+2].C([O-])(=O)C. The product is [Br:29][C:30]1[CH:35]=[C:34]([N:24]([C:5]2[C:4]([CH:1]3[CH2:3][CH2:2]3)=[CH:23][C:8]3[C:9]([C:19]([NH:21][CH3:22])=[O:20])=[C:10]([C:12]4[CH:17]=[CH:16][C:15]([F:18])=[CH:14][CH:13]=4)[O:11][C:7]=3[CH:6]=2)[S:25]([CH3:28])(=[O:27])=[O:26])[CH:33]=[CH:32][CH:31]=1. The yield is 0.390. (7) The reactants are I[C:2]1[CH:7]=[CH:6][C:5]([O:8][CH3:9])=[CH:4][C:3]=1[S:10][CH2:11][C:12]1[CH:17]=[CH:16][CH:15]=[CH:14][CH:13]=1.I[C:19]1[C:24](NC(=O)C(F)(F)F)=C(OC(C)C)C(OC)=C[CH:20]=1. No catalyst specified. The product is [CH3:9][O:8][C:5]1[CH:6]=[CH:7][C:2]([C:20]#[C:19][CH3:24])=[C:3]([S:10][CH2:11][C:12]2[CH:17]=[CH:16][CH:15]=[CH:14][CH:13]=2)[CH:4]=1. The yield is 0.690. (8) The reactants are [NH2:1][C:2]1[N:7]=[CH:6][N:5]=[C:4]2[N:8]([C@@H:12]3[CH2:17][CH2:16][CH2:15][N:14]([C:18]([O:20][C:21]([CH3:24])([CH3:23])[CH3:22])=[O:19])[CH2:13]3)[N:9]=[C:10](I)[C:3]=12.[F:25][C:26]1[C:48]([F:49])=[CH:47][CH:46]=[CH:45][C:27]=1[O:28][C:29]1[CH:34]=[CH:33][C:32](B2OC(C)(C)C(C)(C)O2)=[C:31]([F:44])[CH:30]=1.C([O-])([O-])=O.[Na+].[Na+]. The catalyst is O1CCOCC1.O.C1C=CC([P]([Pd]([P](C2C=CC=CC=2)(C2C=CC=CC=2)C2C=CC=CC=2)([P](C2C=CC=CC=2)(C2C=CC=CC=2)C2C=CC=CC=2)[P](C2C=CC=CC=2)(C2C=CC=CC=2)C2C=CC=CC=2)(C2C=CC=CC=2)C2C=CC=CC=2)=CC=1. The product is [NH2:1][C:2]1[N:7]=[CH:6][N:5]=[C:4]2[N:8]([C@@H:12]3[CH2:17][CH2:16][CH2:15][N:14]([C:18]([O:20][C:21]([CH3:24])([CH3:23])[CH3:22])=[O:19])[CH2:13]3)[N:9]=[C:10]([C:32]3[CH:33]=[CH:34][C:29]([O:28][C:27]4[CH:45]=[CH:46][CH:47]=[C:48]([F:49])[C:26]=4[F:25])=[CH:30][C:31]=3[F:44])[C:3]=12. The yield is 0.511. (9) No catalyst specified. The yield is 1.00. The product is [S:9]([C:13]1[CH:19]=[CH:18][C:16]([CH3:17])=[CH:15][CH:14]=1)([OH:12])(=[O:11])=[O:10].[CH3:20][NH:21][CH2:2][CH2:3][CH2:4][CH2:5][CH:6]=[CH:7][CH3:8]. The reactants are Br[CH2:2][CH2:3][CH2:4][CH2:5][CH2:6][CH:7]=[CH2:8].[S:9]([C:13]1[CH:19]=[CH:18][C:16]([CH3:17])=[CH:15][CH:14]=1)([OH:12])(=[O:11])=[O:10].[CH3:20][NH:21]CCCCC=C. (10) The reactants are [Cl:1][C:2]1[CH:3]=[N:4][CH:5]=[C:6]([Cl:10])[C:7]=1[CH:8]=[O:9].[BH4-].[Na+].O. The catalyst is CO. The product is [Cl:1][C:2]1[CH:3]=[N:4][CH:5]=[C:6]([Cl:10])[C:7]=1[CH2:8][OH:9]. The yield is 0.900.